From a dataset of Full USPTO retrosynthesis dataset with 1.9M reactions from patents (1976-2016). Predict the reactants needed to synthesize the given product. (1) The reactants are: [Cl:1][C:2]1[S:6][C:5]([S:7]([NH:10][C:11]([NH:13][CH2:14][CH2:15][CH2:16][CH2:17][CH2:18][CH2:19][CH2:20][CH3:21])=[NH:12])(=[O:9])=[O:8])=[C:4](B(O)O)[CH:3]=1.N1C=CC=CC=1. Given the product [Cl:1][C:2]1[S:6][C:5]2[S:7](=[O:9])(=[O:8])[N:10]=[C:11]([NH:13][CH2:14][CH2:15][CH2:16][CH2:17][CH2:18][CH2:19][CH2:20][CH3:21])[NH:12][C:4]=2[CH:3]=1, predict the reactants needed to synthesize it. (2) Given the product [F:23][C:24]1[N:25]=[CH:26][C:27]([C:2]2[CH:3]=[C:4]([CH:9]=[C:10]([C:12](=[O:22])[N:13]([CH3:21])[CH2:14][C:15]3[S:16][CH:17]=[C:18]([CH3:20])[N:19]=3)[CH:11]=2)[C:5]([OH:7])=[O:6])=[CH:28][CH:29]=1, predict the reactants needed to synthesize it. The reactants are: Br[C:2]1[CH:3]=[C:4]([CH:9]=[C:10]([C:12](=[O:22])[N:13]([CH3:21])[CH2:14][C:15]2[S:16][CH:17]=[C:18]([CH3:20])[N:19]=2)[CH:11]=1)[C:5]([O:7]C)=[O:6].[F:23][C:24]1[CH:29]=[CH:28][C:27](B2OC(C)(C)C(C)(C)O2)=[CH:26][N:25]=1.